Dataset: Reaction yield outcomes from USPTO patents with 853,638 reactions. Task: Predict the reaction yield, written as a fraction of the theoretical maximum amount of product (1.0 means a 100% yield; for example, 0.34 means a 34% yield). (1) The reactants are C([Li])CCC.CCCCCC.Br[C:13]1[C:14]([O:23][CH3:24])=[N:15][CH:16]=[N:17][C:18]=1[C:19]([F:22])([F:21])[F:20].[CH:25](OCC)=[O:26]. The catalyst is O1CCCC1.O. The product is [CH3:24][O:23][C:14]1[C:13]([CH:25]=[O:26])=[C:18]([C:19]([F:22])([F:21])[F:20])[N:17]=[CH:16][N:15]=1. The yield is 0.158. (2) The reactants are [CH:1]([C:3]1[CH:8]=[CH:7][C:6]([C:9]2[CH:14]=[CH:13][CH:12]=[C:11]([C:15]#[N:16])[CH:10]=2)=[CH:5][C:4]=1[OH:17])=[O:2].N1C=CC=CC=1.[O:24](S(C(F)(F)F)(=O)=O)[S:25]([C:28]([F:31])([F:30])[F:29])(=O)=[O:26]. The catalyst is C(Cl)Cl. The product is [F:29][C:28]([F:31])([F:30])[S:25]([O:17][C:4]1[CH:5]=[C:6]([C:9]2[CH:14]=[CH:13][CH:12]=[C:11]([C:15]#[N:16])[CH:10]=2)[CH:7]=[CH:8][C:3]=1[CH:1]=[O:2])(=[O:26])=[O:24]. The yield is 0.985. (3) The reactants are Cl[C:2]1[C:7]([C:8]([O:10][CH2:11][CH3:12])=[O:9])=[C:6]([Cl:13])[N:5]=[C:4]([S:14][CH3:15])[N:3]=1.C(N(C(C)C)CC)(C)C.[C:25]1([NH:31][CH2:32][CH2:33][C:34]([O:36][CH2:37][CH3:38])=[O:35])[CH:30]=[CH:29][CH:28]=[CH:27][CH:26]=1. The catalyst is CN(C=O)C. The product is [Cl:13][C:6]1[C:7]([C:8]([O:10][CH2:11][CH3:12])=[O:9])=[C:2]([N:31]([CH2:32][CH2:33][C:34]([O:36][CH2:37][CH3:38])=[O:35])[C:25]2[CH:30]=[CH:29][CH:28]=[CH:27][CH:26]=2)[N:3]=[C:4]([S:14][CH3:15])[N:5]=1. The yield is 0.808. (4) The reactants are CC1N=C(N2CCN(C3C=CC=CC=3)C2=O)SC=1C(OCC)=O.[CH2:24]([N:31]1[CH2:35][CH2:34][N:33]([C:36]2[S:37][C:38]([C:42]([O:44]CC)=[O:43])=[C:39]([CH3:41])[N:40]=2)[C:32]1=[O:47])[C:25]1[CH:30]=[CH:29][CH:28]=[CH:27][CH:26]=1. No catalyst specified. The product is [CH2:24]([N:31]1[CH2:35][CH2:34][N:33]([C:36]2[S:37][C:38]([C:42]([OH:44])=[O:43])=[C:39]([CH3:41])[N:40]=2)[C:32]1=[O:47])[C:25]1[CH:30]=[CH:29][CH:28]=[CH:27][CH:26]=1. The yield is 0.840. (5) The reactants are [CH3:1][C:2]1[CH:6]=[CH:5][NH:4][N:3]=1.[H-].[Na+].Cl[C:10]1[CH:15]=[C:14]([CH3:16])[C:13]([Br:17])=[C:12]([CH3:18])[N:11]=1. The catalyst is CN(C=O)C.CCOC(C)=O.[Cl-].[Na+].O. The product is [Br:17][C:13]1[C:12]([CH3:18])=[N:11][C:10]([N:4]2[CH:5]=[CH:6][C:2]([CH3:1])=[N:3]2)=[CH:15][C:14]=1[CH3:16]. The yield is 0.630. (6) The reactants are Cl.[CH3:2][S:3]([C:6]1[CH:7]=[C:8]([C:12]2[CH:17]=[CH:16][CH:15]=[C:14]([CH:18]3[CH2:23][NH:22][CH2:21][CH2:20][N:19]3[C:24]3[CH:29]=[CH:28][CH:27]=[CH:26][C:25]=3[CH3:30])[CH:13]=2)[CH:9]=[CH:10][CH:11]=1)(=[O:5])=[O:4].[C:31]1([S:37](Cl)(=[O:39])=[O:38])[CH:36]=[CH:35][CH:34]=[CH:33][CH:32]=1.O.C(OCC)(=O)C. The catalyst is C1COCC1. The product is [C:31]1([S:37]([N:22]2[CH2:21][CH2:20][N:19]([C:24]3[CH:29]=[CH:28][CH:27]=[CH:26][C:25]=3[CH3:30])[CH:18]([C:14]3[CH:13]=[C:12]([C:8]4[CH:9]=[CH:10][CH:11]=[C:6]([S:3]([CH3:2])(=[O:4])=[O:5])[CH:7]=4)[CH:17]=[CH:16][CH:15]=3)[CH2:23]2)(=[O:39])=[O:38])[CH:36]=[CH:35][CH:34]=[CH:33][CH:32]=1. The yield is 0.420. (7) The reactants are [CH2:1]([O:3][C:4](=[O:20])[CH2:5][N:6]=[C:7]([C:14]1[CH:19]=[CH:18][CH:17]=[CH:16][CH:15]=1)[C:8]1[CH:13]=[CH:12][CH:11]=[CH:10][CH:9]=1)[CH3:2].CC(C)([O-])C.[K+].Br[CH2:28][C:29]1[CH:34]=[CH:33][C:32]([Cl:35])=[CH:31][C:30]=1[CH3:36]. The catalyst is CS(C)=O.C(OCC)(=O)C. The product is [CH2:1]([O:3][C:4](=[O:20])[CH:5]([N:6]=[C:7]([C:14]1[CH:19]=[CH:18][CH:17]=[CH:16][CH:15]=1)[C:8]1[CH:9]=[CH:10][CH:11]=[CH:12][CH:13]=1)[CH2:28][C:29]1[CH:34]=[CH:33][C:32]([Cl:35])=[CH:31][C:30]=1[CH3:36])[CH3:2]. The yield is 0.500. (8) The reactants are S(Cl)([Cl:3])=O.[Cl:5][C:6]1[CH:7]=[C:8]2[C:13](=[CH:14][CH:15]=1)[C:12](=[O:16])[N:11]([C:17]1[CH:18]=[N:19][CH:20]=[C:21]([CH2:23]O)[CH:22]=1)[CH2:10][CH2:9]2. The catalyst is C(Cl)Cl. The product is [Cl:5][C:6]1[CH:7]=[C:8]2[C:13](=[CH:14][CH:15]=1)[C:12](=[O:16])[N:11]([C:17]1[CH:18]=[N:19][CH:20]=[C:21]([CH2:23][Cl:3])[CH:22]=1)[CH2:10][CH2:9]2. The yield is 0.920. (9) The reactants are [Cl:1][C:2]1[CH:7]=[CH:6][C:5]([C:8]2[N:9]=[C:10]3[CH:15]=[CH:14][C:13]([F:16])=[CH:12][N:11]3[C:17]=2[CH2:18][C:19]2[N:23]=[C:22]([C:24]([O:26]CC)=O)[O:21][N:20]=2)=[CH:4][CH:3]=1.[NH2:29][OH:30].Cl.C([O-])([O-])=O.[K+].[K+]. The catalyst is CCO. The product is [Cl:1][C:2]1[CH:3]=[CH:4][C:5]([C:8]2[N:9]=[C:10]3[CH:15]=[CH:14][C:13]([F:16])=[CH:12][N:11]3[C:17]=2[CH2:18][C:19]2[N:23]=[C:22]([C:24]([NH:29][OH:30])=[O:26])[O:21][N:20]=2)=[CH:6][CH:7]=1. The yield is 0.600. (10) The reactants are C(OC([N:8]1[C:16]2[CH:15]=[C:14]([O:17][C:18](=[O:20])[CH3:19])[C:13]3[CH:21]=[CH:22][CH:23]=[CH:24][C:12]=3[C:11]=2[C@H:10]([CH2:25][Cl:26])[CH2:9]1)=O)(C)(C)C.Cl. The catalyst is O1CCOCC1. The product is [C:18]([O:17][C:14]1[C:13]2[CH:21]=[CH:22][CH:23]=[CH:24][C:12]=2[C:11]2[C@H:10]([CH2:25][Cl:26])[CH2:9][NH:8][C:16]=2[CH:15]=1)(=[O:20])[CH3:19]. The yield is 1.00.